This data is from Full USPTO retrosynthesis dataset with 1.9M reactions from patents (1976-2016). The task is: Predict the reactants needed to synthesize the given product. (1) Given the product [Cl:1][C:2]1[CH:9]=[CH:8][C:5]([C:6]#[N:7])=[C:4]([O:10][C:11]2[CH:16]=[CH:15][CH:14]=[C:13]([CH2:17][Cl:30])[C:12]=2[S:21][CH3:22])[CH:3]=1, predict the reactants needed to synthesize it. The reactants are: [Cl:1][C:2]1[CH:9]=[CH:8][C:5]([C:6]#[N:7])=[C:4]([O:10][C:11]2[CH:16]=[CH:15][CH:14]=[C:13]([CH2:17]N(C)C)[C:12]=2[S:21][CH3:22])[CH:3]=1.C1(C)C=CC=CC=1.[Cl:30]C(OCC)=O.O. (2) Given the product [CH3:35][O:36][C:37](=[O:45])[C@@H:38]([NH2:39])[CH2:40][CH2:41][CH2:42][CH2:43][NH:44][C:23](=[O:24])[CH2:22][NH:21][C:19](=[O:20])[C:18]1[CH:26]=[CH:27][C:15]([S:12](=[O:14])(=[O:13])[NH:11][C:6]2[CH:7]=[CH:8][CH:9]=[CH:10][C:5]=2[O:4][C:3]2[CH:28]=[CH:29][C:30]([Cl:32])=[CH:31][C:2]=2[Cl:1])=[CH:16][CH:17]=1, predict the reactants needed to synthesize it. The reactants are: [Cl:1][C:2]1[CH:31]=[C:30]([Cl:32])[CH:29]=[CH:28][C:3]=1[O:4][C:5]1[CH:10]=[CH:9][CH:8]=[CH:7][C:6]=1[NH:11][S:12]([C:15]1[CH:27]=[CH:26][C:18]([C:19]([NH:21][CH2:22][C:23](O)=[O:24])=[O:20])=[CH:17][CH:16]=1)(=[O:14])=[O:13].Cl.Cl.[CH3:35][O:36][C:37](=[O:45])[C@H:38]([CH2:40][CH2:41][CH2:42][CH2:43][NH2:44])[NH2:39].